This data is from NCI-60 drug combinations with 297,098 pairs across 59 cell lines. The task is: Regression. Given two drug SMILES strings and cell line genomic features, predict the synergy score measuring deviation from expected non-interaction effect. (1) Drug 2: CC1C(C(CC(O1)OC2CC(CC3=C2C(=C4C(=C3O)C(=O)C5=C(C4=O)C(=CC=C5)OC)O)(C(=O)C)O)N)O.Cl. Drug 1: COC1=C(C=C2C(=C1)N=CN=C2NC3=CC(=C(C=C3)F)Cl)OCCCN4CCOCC4. Synergy scores: CSS=31.7, Synergy_ZIP=6.77, Synergy_Bliss=15.3, Synergy_Loewe=12.8, Synergy_HSA=14.6. Cell line: UACC-257. (2) Drug 1: COC1=C(C=C2C(=C1)N=CN=C2NC3=CC(=C(C=C3)F)Cl)OCCCN4CCOCC4. Drug 2: CNC(=O)C1=NC=CC(=C1)OC2=CC=C(C=C2)NC(=O)NC3=CC(=C(C=C3)Cl)C(F)(F)F. Cell line: OVCAR3. Synergy scores: CSS=32.3, Synergy_ZIP=1.68, Synergy_Bliss=1.89, Synergy_Loewe=2.12, Synergy_HSA=3.08. (3) Drug 1: C1CCC(C1)C(CC#N)N2C=C(C=N2)C3=C4C=CNC4=NC=N3. Drug 2: CNC(=O)C1=NC=CC(=C1)OC2=CC=C(C=C2)NC(=O)NC3=CC(=C(C=C3)Cl)C(F)(F)F. Cell line: NCI/ADR-RES. Synergy scores: CSS=11.2, Synergy_ZIP=-5.30, Synergy_Bliss=-8.96, Synergy_Loewe=-23.5, Synergy_HSA=-10.1. (4) Drug 1: CN1C2=C(C=C(C=C2)N(CCCl)CCCl)N=C1CCCC(=O)O.Cl. Drug 2: B(C(CC(C)C)NC(=O)C(CC1=CC=CC=C1)NC(=O)C2=NC=CN=C2)(O)O. Cell line: MDA-MB-231. Synergy scores: CSS=76.0, Synergy_ZIP=4.54, Synergy_Bliss=3.73, Synergy_Loewe=-32.3, Synergy_HSA=5.97. (5) Drug 1: CC1=C2C(C(=O)C3(C(CC4C(C3C(C(C2(C)C)(CC1OC(=O)C(C(C5=CC=CC=C5)NC(=O)OC(C)(C)C)O)O)OC(=O)C6=CC=CC=C6)(CO4)OC(=O)C)O)C)O. Drug 2: CN(CC1=CN=C2C(=N1)C(=NC(=N2)N)N)C3=CC=C(C=C3)C(=O)NC(CCC(=O)O)C(=O)O. Cell line: CCRF-CEM. Synergy scores: CSS=22.6, Synergy_ZIP=2.76, Synergy_Bliss=0.372, Synergy_Loewe=-22.7, Synergy_HSA=-1.60. (6) Drug 2: COC1=NC(=NC2=C1N=CN2C3C(C(C(O3)CO)O)O)N. Synergy scores: CSS=-1.64, Synergy_ZIP=1.66, Synergy_Bliss=1.38, Synergy_Loewe=-4.12, Synergy_HSA=-2.29. Cell line: SNB-19. Drug 1: CC12CCC(CC1=CCC3C2CCC4(C3CC=C4C5=CN=CC=C5)C)O. (7) Drug 1: CCCS(=O)(=O)NC1=C(C(=C(C=C1)F)C(=O)C2=CNC3=C2C=C(C=N3)C4=CC=C(C=C4)Cl)F. Drug 2: C1CN1P(=S)(N2CC2)N3CC3. Cell line: MDA-MB-231. Synergy scores: CSS=14.9, Synergy_ZIP=-3.69, Synergy_Bliss=0.304, Synergy_Loewe=-4.57, Synergy_HSA=-1.59. (8) Drug 1: CN1CCC(CC1)COC2=C(C=C3C(=C2)N=CN=C3NC4=C(C=C(C=C4)Br)F)OC. Drug 2: C#CCC(CC1=CN=C2C(=N1)C(=NC(=N2)N)N)C3=CC=C(C=C3)C(=O)NC(CCC(=O)O)C(=O)O. Cell line: TK-10. Synergy scores: CSS=20.6, Synergy_ZIP=-8.38, Synergy_Bliss=0.632, Synergy_Loewe=-0.168, Synergy_HSA=-0.0994.